This data is from Forward reaction prediction with 1.9M reactions from USPTO patents (1976-2016). The task is: Predict the product of the given reaction. (1) Given the reactants [C:1]([O:5][C:6]([NH:8][C:9]1[CH:14]=[CH:13][CH:12]=[CH:11][C:10]=1[NH:15][C:16](=[O:24])[C:17]1[CH:22]=[CH:21][C:20](Br)=[CH:19][CH:18]=1)=[O:7])([CH3:4])([CH3:3])[CH3:2].[N:25]1[C:34]2[C:29](=[CH:30][CH:31]=[CH:32][C:33]=2B(O)O)[CH:28]=[CH:27][CH:26]=1.C(=O)([O-])O.[Na+], predict the reaction product. The product is: [C:1]([O:5][C:6]([NH:8][C:9]1[CH:14]=[CH:13][CH:12]=[CH:11][C:10]=1[NH:15][C:16](=[O:24])[C:17]1[CH:22]=[CH:21][C:20]([C:33]2[CH:32]=[CH:31][CH:30]=[C:29]3[C:34]=2[N:25]=[CH:26][CH:27]=[CH:28]3)=[CH:19][CH:18]=1)=[O:7])([CH3:4])([CH3:3])[CH3:2]. (2) Given the reactants CN(C(ON1N=NC2C=CC=CC1=2)=[N+](C)C)C.F[P-](F)(F)(F)(F)F.Cl.Cl.[CH3:27][C@H:28]1[C:36]2[C:35]([N:37]3[CH2:42][CH2:41][NH:40][CH2:39][CH2:38]3)=[N:34][CH:33]=[N:32][C:31]=2[CH2:30][CH2:29]1.[C:43]([O:47][C:48]([NH:50][CH2:51][C@H:52]([C:56]1[CH:61]=[CH:60][C:59]([Cl:62])=[CH:58][CH:57]=1)[C:53](O)=[O:54])=[O:49])([CH3:46])([CH3:45])[CH3:44].CCN(C(C)C)C(C)C.C([O-])([O-])=O.[Na+].[Na+], predict the reaction product. The product is: [Cl:62][C:59]1[CH:60]=[CH:61][C:56]([C@H:52]([C:53]([N:40]2[CH2:41][CH2:42][N:37]([C:35]3[C:36]4[C@H:28]([CH3:27])[CH2:29][CH2:30][C:31]=4[N:32]=[CH:33][N:34]=3)[CH2:38][CH2:39]2)=[O:54])[CH2:51][NH:50][C:48](=[O:49])[O:47][C:43]([CH3:46])([CH3:44])[CH3:45])=[CH:57][CH:58]=1. (3) Given the reactants [CH3:1][N:2]1[C:6]2[CH:7]=[CH:8][CH:9]=[CH:10][C:5]=2[NH:4][C:3]1=[NH:11].[Br:12][C:13]1[CH:20]=[CH:19][C:16]([CH2:17]Br)=[CH:15][CH:14]=1, predict the reaction product. The product is: [Br:12][C:13]1[CH:20]=[CH:19][C:16]([CH2:17][N:4]2[C:5]3[CH:10]=[CH:9][CH:8]=[CH:7][C:6]=3[N:2]([CH3:1])[C:3]2=[NH:11])=[CH:15][CH:14]=1.